Dataset: Catalyst prediction with 721,799 reactions and 888 catalyst types from USPTO. Task: Predict which catalyst facilitates the given reaction. (1) Reactant: [CH3:1][C:2]([CH3:32])([CH3:31])[C:3]#[C:4][C:5]1[S:9][C:8]([C:10]([O:12]C)=[O:11])=[C:7]([N:14]([CH2:24][C:25]2[CH:26]=[N:27][N:28]([CH3:30])[CH:29]=2)[C:15]([C@H:17]2[CH2:22][CH2:21][C@H:20]([CH3:23])[CH2:19][CH2:18]2)=[O:16])[CH:6]=1.[OH-].[Na+]. Product: [CH3:31][C:2]([CH3:1])([CH3:32])[C:3]#[C:4][C:5]1[S:9][C:8]([C:10]([OH:12])=[O:11])=[C:7]([N:14]([CH2:24][C:25]2[CH:26]=[N:27][N:28]([CH3:30])[CH:29]=2)[C:15]([C@H:17]2[CH2:22][CH2:21][C@H:20]([CH3:23])[CH2:19][CH2:18]2)=[O:16])[CH:6]=1. The catalyst class is: 5. (2) Reactant: [CH3:1][O:2][C:3]1[CH:4]=[C:5]2[C:10](=[CH:11][C:12]=1[O:13][CH3:14])[N:9]=[CH:8][CH:7]=[C:6]2[O:15][C:16]1[CH:22]=[CH:21][C:19]([NH2:20])=[CH:18][CH:17]=1.C(N(CC)CC)C.ClC(Cl)(O[C:34](=[O:40])OC(Cl)(Cl)Cl)Cl.[NH2:42][C@H:43]1[C:51]2[C:46](=[CH:47][CH:48]=[CH:49][CH:50]=2)[CH2:45][CH2:44]1. Product: [C@H:43]1([NH:42][C:34]([NH:20][C:19]2[CH:21]=[CH:22][C:16]([O:15][C:6]3[C:5]4[C:10](=[CH:11][C:12]([O:13][CH3:14])=[C:3]([O:2][CH3:1])[CH:4]=4)[N:9]=[CH:8][CH:7]=3)=[CH:17][CH:18]=2)=[O:40])[C:51]2[C:46](=[CH:47][CH:48]=[CH:49][CH:50]=2)[CH2:45][CH2:44]1. The catalyst class is: 22.